Dataset: Experimentally validated miRNA-target interactions with 360,000+ pairs, plus equal number of negative samples. Task: Binary Classification. Given a miRNA mature sequence and a target amino acid sequence, predict their likelihood of interaction. The miRNA is hsa-miR-7161-5p with sequence UAAAGACUGUAGAGGCAACUGGU. The protein sequence of the target gene is MSAIGTLQVLGFLLSLARGSEMGNSQAVCPGTLNGLSVTGDADNQYQTLYKLYEKCEVVMGNLEIVLTGHNADLSFLQWIREVTGYVLVAMNEFSVLPLPNLRVVRGTQVYDGKFAIFVMLNYNTNSSHALRQLRFTQLTEILLGGVYIEKNDKLCHMDTIDWRDIVRVPDAEIVVKNNGGNCPPCHEVCKGRCWGPGPEDCQILTKTICAPQCNGRCFGPNPNQCCHDECAGGCSGPQDTDCFACRHFNDSGACVPRCPAPLVYNKLTFQLEPNPHIKYQYGGVCVASCPHNFVVDQTF.... Result: 0 (no interaction).